Predict the product of the given reaction. From a dataset of Forward reaction prediction with 1.9M reactions from USPTO patents (1976-2016). Given the reactants [NH2:1][C:2]1[CH:3]=[CH:4][C:5]2[CH2:11][N:10]([C:12]([O:14][C:15]([CH3:18])([CH3:17])[CH3:16])=[O:13])[CH2:9][CH2:8][CH2:7][C:6]=2[CH:19]=1.[C:20]1([CH2:26][O:27][C:28]([NH:30][C@H:31]([C:36](O)=[O:37])[CH2:32][CH2:33][S:34][CH3:35])=[O:29])[CH:25]=[CH:24][CH:23]=[CH:22][CH:21]=1.CN(C(ON1N=NC2C=CC=NC1=2)=[N+](C)C)C.F[P-](F)(F)(F)(F)F.C(N(CC)C(C)C)(C)C.[Cl-].[NH4+], predict the reaction product. The product is: [C:20]1([CH2:26][O:27][C:28]([NH:30][C@H:31]([C:36]([NH:1][C:2]2[CH:3]=[CH:4][C:5]3[CH2:11][N:10]([C:12]([O:14][C:15]([CH3:16])([CH3:18])[CH3:17])=[O:13])[CH2:9][CH2:8][CH2:7][C:6]=3[CH:19]=2)=[O:37])[CH2:32][CH2:33][S:34][CH3:35])=[O:29])[CH:21]=[CH:22][CH:23]=[CH:24][CH:25]=1.